Dataset: NCI-60 drug combinations with 297,098 pairs across 59 cell lines. Task: Regression. Given two drug SMILES strings and cell line genomic features, predict the synergy score measuring deviation from expected non-interaction effect. Drug 1: CC12CCC(CC1=CCC3C2CCC4(C3CC=C4C5=CN=CC=C5)C)O. Drug 2: CC=C1C(=O)NC(C(=O)OC2CC(=O)NC(C(=O)NC(CSSCCC=C2)C(=O)N1)C(C)C)C(C)C. Cell line: NCI-H226. Synergy scores: CSS=54.0, Synergy_ZIP=0.354, Synergy_Bliss=-3.38, Synergy_Loewe=-53.4, Synergy_HSA=-3.82.